Predict the reactants needed to synthesize the given product. From a dataset of Full USPTO retrosynthesis dataset with 1.9M reactions from patents (1976-2016). (1) Given the product [CH3:16][O:17][C:18]1[CH:19]=[CH:20][C:21]([S:24]([N:4]2[CH2:5][C:6]3[N:11]=[CH:10][C:9]([C:12]([O:14][CH3:15])=[O:13])=[CH:8][C:7]=3[O:1][CH2:2][CH2:3]2)(=[O:26])=[O:25])=[CH:22][CH:23]=1, predict the reactants needed to synthesize it. The reactants are: [O:1]1[C:7]2[CH:8]=[C:9]([C:12]([O:14][CH3:15])=[O:13])[CH:10]=[N:11][C:6]=2[CH2:5][NH:4][CH2:3][CH2:2]1.[CH3:16][O:17][C:18]1[CH:23]=[CH:22][C:21]([S:24](Cl)(=[O:26])=[O:25])=[CH:20][CH:19]=1.CCN(CC)CC. (2) Given the product [C:1]([O:5][CH:6]([C:12]1[C:16]([C:17]2[CH2:22][CH2:21][C:20]([CH3:24])([CH3:23])[CH2:19][CH:18]=2)=[CH:15][S:14][C:13]=1[CH3:26])[C:7]([O:9][CH2:10][CH3:11])=[O:8])([CH3:4])([CH3:2])[CH3:3], predict the reactants needed to synthesize it. The reactants are: [C:1]([O:5][CH:6]([C:12]1[C:16]([C:17]2[CH2:22][CH2:21][C:20]([CH3:24])([CH3:23])[CH2:19][CH:18]=2)=[C:15](Cl)[S:14][C:13]=1[CH3:26])[C:7]([O:9][CH2:10][CH3:11])=[O:8])([CH3:4])([CH3:3])[CH3:2].C(N(CC)CC)C. (3) Given the product [Br:1][C:2]1[CH:11]=[C:10]2[C:5]([CH:6]=[CH:7][N:8]([C:13]3[CH:14]=[C:15]([CH:22]=[CH:23][C:24]=3[CH3:25])[C:16]([NH:18][CH:19]3[CH2:21][CH2:20]3)=[O:17])[C:9]2=[O:12])=[CH:4][CH:3]=1, predict the reactants needed to synthesize it. The reactants are: [Br:1][C:2]1[CH:11]=[C:10]2[C:5]([CH2:6][C:7](=O)[N:8]([C:13]3[CH:14]=[C:15]([CH:22]=[CH:23][C:24]=3[CH3:25])[C:16]([NH:18][CH:19]3[CH2:21][CH2:20]3)=[O:17])[C:9]2=[O:12])=[CH:4][CH:3]=1.[BH4-].[Na+].Cl. (4) Given the product [F:11][C:7]1[C:6]([CH3:12])=[C:5]([CH:2]2[CH2:3][O:4][C:19]([NH2:18])=[N:1]2)[CH:10]=[CH:9][CH:8]=1, predict the reactants needed to synthesize it. The reactants are: [NH2:1][CH:2]([C:5]1[CH:10]=[CH:9][CH:8]=[C:7]([F:11])[C:6]=1[CH3:12])[CH2:3][OH:4].C([O-])(=O)C.[Na+].[N:18]#[C:19]Br.